This data is from Peptide-MHC class II binding affinity with 134,281 pairs from IEDB. The task is: Regression. Given a peptide amino acid sequence and an MHC pseudo amino acid sequence, predict their binding affinity value. This is MHC class II binding data. (1) The peptide sequence is DDGRNIAWDNDKLES. The MHC is DRB1_1101 with pseudo-sequence DRB1_1101. The binding affinity (normalized) is 0.201. (2) The peptide sequence is PKDSDEFIPMKSSWG. The MHC is HLA-DPA10301-DPB10402 with pseudo-sequence HLA-DPA10301-DPB10402. The binding affinity (normalized) is 0.165. (3) The peptide sequence is ATEVVRRLTATAHRG. The MHC is DRB1_1602 with pseudo-sequence DRB1_1602. The binding affinity (normalized) is 0.0830. (4) The peptide sequence is GTLHDKKSMGDDHFW. The MHC is DRB1_1602 with pseudo-sequence DRB1_1602. The binding affinity (normalized) is 0.0369. (5) The peptide sequence is RLEDEMKEGRYEVRA. The binding affinity (normalized) is 0.0982. The MHC is DRB5_0101 with pseudo-sequence DRB5_0101. (6) The peptide sequence is AAGAQLLWQLPLLSI. The MHC is DRB3_0202 with pseudo-sequence DRB3_0202. The binding affinity (normalized) is 0.143. (7) The peptide sequence is YDKFLANVPTVLTGK. The MHC is DRB3_0202 with pseudo-sequence DRB3_0202. The binding affinity (normalized) is 0.883. (8) The peptide sequence is TLGEVWKRELNLLDK. The MHC is DRB1_0801 with pseudo-sequence DRB1_0801. The binding affinity (normalized) is 0.599. (9) The peptide sequence is DVEMTKEASREYEDK. The MHC is DRB1_0802 with pseudo-sequence DRB1_0802. The binding affinity (normalized) is 0.189.